This data is from Full USPTO retrosynthesis dataset with 1.9M reactions from patents (1976-2016). The task is: Predict the reactants needed to synthesize the given product. Given the product [Cl:1][CH:2]1[C:10](=[C:11]=[N:28][NH:27][C:25](=[O:26])[CH3:24])[C:9]2[C:4](=[CH:5][C:6]([Cl:14])=[C:7]([Cl:13])[CH:8]=2)[N:3]1[C@@H:15]1[O:21][C@H:20]([CH2:22][OH:23])[C@@H:18]([OH:19])[C@H:16]1[OH:17], predict the reactants needed to synthesize it. The reactants are: [Cl:1][C:2]1[N:3]([C@@H:15]2[O:21][C@H:20]([CH2:22][OH:23])[C@@H:18]([OH:19])[C@H:16]2[OH:17])[C:4]2[C:9]([C:10]=1[CH:11]=O)=[CH:8][C:7]([Cl:13])=[C:6]([Cl:14])[CH:5]=2.[CH3:24][C:25]([NH:27][NH2:28])=[O:26].O.